This data is from Merck oncology drug combination screen with 23,052 pairs across 39 cell lines. The task is: Regression. Given two drug SMILES strings and cell line genomic features, predict the synergy score measuring deviation from expected non-interaction effect. (1) Drug 1: O=C(O)C1(Cc2cccc(Nc3nccs3)n2)CCC(Oc2cccc(Cl)c2F)CC1. Drug 2: CC1(c2nc3c(C(N)=O)cccc3[nH]2)CCCN1. Cell line: LNCAP. Synergy scores: synergy=-51.7. (2) Drug 1: CC1CC2C3CCC4=CC(=O)C=CC4(C)C3(F)C(O)CC2(C)C1(O)C(=O)CO. Drug 2: Cn1nnc2c(C(N)=O)ncn2c1=O. Cell line: EFM192B. Synergy scores: synergy=-27.2. (3) Drug 1: Cn1nnc2c(C(N)=O)ncn2c1=O. Cell line: A2780. Synergy scores: synergy=2.41. Drug 2: Cn1cc(-c2cnn3c(N)c(Br)c(C4CCCNC4)nc23)cn1. (4) Drug 1: CN1C(=O)C=CC2(C)C3CCC4(C)C(NC(=O)OCC(F)(F)F)CCC4C3CCC12. Drug 2: CC(C)CC(NC(=O)C(Cc1ccccc1)NC(=O)c1cnccn1)B(O)O. Cell line: T47D. Synergy scores: synergy=-20.0. (5) Drug 1: O=C(NOCC(O)CO)c1ccc(F)c(F)c1Nc1ccc(I)cc1F. Cell line: NCIH460. Drug 2: CCC1(O)C(=O)OCc2c1cc1n(c2=O)Cc2cc3c(CN(C)C)c(O)ccc3nc2-1. Synergy scores: synergy=-6.70. (6) Drug 1: CN1C(=O)C=CC2(C)C3CCC4(C)C(NC(=O)OCC(F)(F)F)CCC4C3CCC12. Drug 2: CNC(=O)c1cc(Oc2ccc(NC(=O)Nc3ccc(Cl)c(C(F)(F)F)c3)cc2)ccn1. Cell line: OVCAR3. Synergy scores: synergy=-23.7. (7) Drug 1: CN1C(=O)C=CC2(C)C3CCC4(C)C(NC(=O)OCC(F)(F)F)CCC4C3CCC12. Drug 2: COC12C(COC(N)=O)C3=C(C(=O)C(C)=C(N)C3=O)N1CC1NC12. Cell line: A2780. Synergy scores: synergy=3.76. (8) Drug 1: CC1CC2C3CCC4=CC(=O)C=CC4(C)C3(F)C(O)CC2(C)C1(O)C(=O)CO. Drug 2: CS(=O)(=O)CCNCc1ccc(-c2ccc3ncnc(Nc4ccc(OCc5cccc(F)c5)c(Cl)c4)c3c2)o1. Cell line: DLD1. Synergy scores: synergy=6.43.